Dataset: Peptide-MHC class I binding affinity with 185,985 pairs from IEDB/IMGT. Task: Regression. Given a peptide amino acid sequence and an MHC pseudo amino acid sequence, predict their binding affinity value. This is MHC class I binding data. (1) The peptide sequence is ALFHKVQSY. The MHC is HLA-B27:05 with pseudo-sequence HLA-B27:05. The binding affinity (normalized) is 0.0847. (2) The peptide sequence is VHAVYDSML. The MHC is HLA-B58:01 with pseudo-sequence HLA-B58:01. The binding affinity (normalized) is 0.213. (3) The peptide sequence is AMPGVLSYV. The MHC is HLA-A02:01 with pseudo-sequence HLA-A02:01. The binding affinity (normalized) is 0.849.